Task: Predict the product of the given reaction.. Dataset: Forward reaction prediction with 1.9M reactions from USPTO patents (1976-2016) (1) Given the reactants [NH:1]1[CH2:6][CH2:5][CH2:4][C@H:3]([NH:7][C:8]([C:10]2[C:14]3[N:15]=[CH:16][N:17]=[C:18]([C:19]4[C:27]5[O:26][CH2:25][O:24][C:23]=5[CH:22]=[CH:21][C:20]=4[O:28][CH2:29][CH:30]4[CH2:32][CH2:31]4)[C:13]=3[NH:12][CH:11]=2)=[O:9])[CH2:2]1.[C:33](Cl)(=[O:36])[CH2:34][CH3:35], predict the reaction product. The product is: [C:33]([N:1]1[CH2:6][CH2:5][CH2:4][C@H:3]([NH:7][C:8]([C:10]2[C:14]3[N:15]=[CH:16][N:17]=[C:18]([C:19]4[C:27]5[O:26][CH2:25][O:24][C:23]=5[CH:22]=[CH:21][C:20]=4[O:28][CH2:29][CH:30]4[CH2:31][CH2:32]4)[C:13]=3[NH:12][CH:11]=2)=[O:9])[CH2:2]1)(=[O:36])[CH2:34][CH3:35]. (2) Given the reactants Cl.[NH2:2][C@@H:3]1[CH2:8][CH2:7][C@H:6]([NH:9][C:10](=[O:27])[C:11]2[CH:16]=[C:15]([F:17])[CH:14]=[N:13][C:12]=2[O:18][C:19]2[CH:24]=[CH:23][CH:22]=[C:21]([S:25][CH3:26])[CH:20]=2)[CH2:5][CH2:4]1.C(N(CC)CC)C.[CH:35]1([C:40](O)=[O:41])[CH2:39][CH2:38][CH2:37][CH2:36]1.Cl.CN(C)CCCN=C=NCC.ON1C2C=CC=CC=2N=N1, predict the reaction product. The product is: [CH:35]1([C:40]([NH:2][C@@H:3]2[CH2:8][CH2:7][C@H:6]([NH:9][C:10](=[O:27])[C:11]3[CH:16]=[C:15]([F:17])[CH:14]=[N:13][C:12]=3[O:18][C:19]3[CH:24]=[CH:23][CH:22]=[C:21]([S:25][CH3:26])[CH:20]=3)[CH2:5][CH2:4]2)=[O:41])[CH2:39][CH2:38][CH2:37][CH2:36]1. (3) The product is: [CH:24]1([N:15]([C:16]2[CH:21]=[CH:20][CH:19]=[C:18]([Cl:22])[C:17]=2[Cl:23])[C:13](=[O:14])[N:12]([CH3:31])[C:10]2[S:11][C:7]([S:6][CH2:5][C:4]([OH:3])=[O:30])=[CH:8][N:9]=2)[CH2:28][CH2:27][CH2:26][CH2:25]1. Given the reactants C([O:3][C:4](=[O:30])[CH2:5][S:6][C:7]1[S:11][C:10]([NH:12][C:13]([N:15]([CH2:24][CH:25]2C[CH2:28][CH2:27][CH2:26]2)[C:16]2[CH:21]=[CH:20][CH:19]=[C:18]([Cl:22])[C:17]=2[Cl:23])=[O:14])=[N:9][CH:8]=1)C.[CH:31]1(CN(C2C=CC(S(C)(=O)=O)=CC=2)C(=O)NC2SC=C(CC(O)=O)N=2)CCCC1.C1(CNC2C=CC=C(Cl)C=2Cl)CCCC1.C(OC(=O)CSC1SC(N)=NC=1)C, predict the reaction product.